This data is from Reaction yield outcomes from USPTO patents with 853,638 reactions. The task is: Predict the reaction yield, written as a fraction of the theoretical maximum amount of product (1.0 means a 100% yield; for example, 0.34 means a 34% yield). (1) The reactants are [Si:1]([O:18][CH:19]1[CH2:22][N:21]([C:23]2[S:24][CH:25]=[C:26]([C:28](OCC)=[O:29])[N:27]=2)[CH2:20]1)([C:14]([CH3:17])([CH3:16])[CH3:15])([C:8]1[CH:13]=[CH:12][CH:11]=[CH:10][CH:9]=1)[C:2]1[CH:7]=[CH:6][CH:5]=[CH:4][CH:3]=1.[NH:33]1[CH2:38][CH2:37][O:36][CH2:35][CH2:34]1.C[Al](C)C.C(O)(=O)C.C(OCC)(=O)C. The catalyst is C1C=CC=CC=1. The product is [Si:1]([O:18][CH:19]1[CH2:20][N:21]([C:23]2[S:24][CH:25]=[C:26]([C:28]([N:33]3[CH2:38][CH2:37][O:36][CH2:35][CH2:34]3)=[O:29])[N:27]=2)[CH2:22]1)([C:14]([CH3:16])([CH3:17])[CH3:15])([C:8]1[CH:9]=[CH:10][CH:11]=[CH:12][CH:13]=1)[C:2]1[CH:3]=[CH:4][CH:5]=[CH:6][CH:7]=1. The yield is 0.970. (2) The reactants are [CH2:1]([C:11]1[CH:12]=[C:13]2[C:18](=[CH:19][CH:20]=1)[CH:17]=[C:16]([OH:21])[CH:15]=[CH:14]2)[CH2:2][CH2:3][CH2:4][CH2:5][CH2:6][CH2:7][CH2:8][CH2:9][CH3:10].[CH2:22]1COCC1.[H-].[Na+].CI. The catalyst is O. The product is [CH2:1]([C:11]1[CH:12]=[C:13]2[C:18](=[CH:19][CH:20]=1)[CH:17]=[C:16]([O:21][CH3:22])[CH:15]=[CH:14]2)[CH2:2][CH2:3][CH2:4][CH2:5][CH2:6][CH2:7][CH2:8][CH2:9][CH3:10]. The yield is 0.850.